Dataset: Full USPTO retrosynthesis dataset with 1.9M reactions from patents (1976-2016). Task: Predict the reactants needed to synthesize the given product. (1) Given the product [C:2]1([C:10]2[CH:15]=[CH:14][CH:13]=[CH:12][CH:11]=2)[C:3]([OH:9])=[CH:4][C:5]([OH:6])=[CH:7][CH:8]=1, predict the reactants needed to synthesize it. The reactants are: Br[C:2]1[CH:8]=[CH:7][C:5]([OH:6])=[CH:4][C:3]=1[OH:9].[C:10]1(B(O)O)[CH:15]=[CH:14][CH:13]=[CH:12][CH:11]=1.C(=O)([O-])[O-].[Na+].[Na+]. (2) Given the product [CH2:12]([O:16][C:17](=[O:21])[C@H:18]([CH3:20])[NH:19][C:8](=[O:10])[CH2:7][CH:1]1[CH2:2][CH2:3][CH2:4][CH2:5][CH2:6]1)[CH:13]([CH3:15])[CH3:14], predict the reactants needed to synthesize it. The reactants are: [CH:1]1([CH2:7][C:8]([OH:10])=O)[CH2:6][CH2:5][CH2:4][CH2:3][CH2:2]1.Cl.[CH2:12]([O:16][C:17](=[O:21])[C@H:18]([CH3:20])[NH2:19])[CH:13]([CH3:15])[CH3:14]. (3) Given the product [NH2:17][C:13]1[CH:12]=[C:11]([C:9]2[O:8][N:7]=[C:6]([C:4]([O:3][CH2:1][CH3:2])=[O:5])[CH:10]=2)[CH:16]=[CH:15][CH:14]=1, predict the reactants needed to synthesize it. The reactants are: [CH2:1]([O:3][C:4]([C:6]1[CH:10]=[C:9]([C:11]2[CH:16]=[CH:15][CH:14]=[C:13]([NH:17]C(OC(C)(C)C)=O)[CH:12]=2)[O:8][N:7]=1)=[O:5])[CH3:2].FC(F)(F)C(O)=O.